From a dataset of Forward reaction prediction with 1.9M reactions from USPTO patents (1976-2016). Predict the product of the given reaction. (1) Given the reactants [C:1]([O:5][C:6]([N:8]([CH2:36][C@@H:37]([C:39]1[CH:44]=[CH:43][CH:42]=[C:41]([Cl:45])[CH:40]=1)[OH:38])[CH2:9][CH2:10][C:11]1[CH:16]=[CH:15][C:14]([S:17]([C:20]2[CH:25]=[CH:24][C:23]([C:26]3[CH:31]=[CH:30][CH:29]=[C:28]([C:32]([O:34]C)=[O:33])[CH:27]=3)=[CH:22][CH:21]=2)(=[O:19])=[O:18])=[CH:13][CH:12]=1)=[O:7])([CH3:4])([CH3:3])[CH3:2].[OH-].[Na+].Cl, predict the reaction product. The product is: [C:1]([O:5][C:6]([N:8]([CH2:36][C@@H:37]([C:39]1[CH:44]=[CH:43][CH:42]=[C:41]([Cl:45])[CH:40]=1)[OH:38])[CH2:9][CH2:10][C:11]1[CH:12]=[CH:13][C:14]([S:17]([C:20]2[CH:25]=[CH:24][C:23]([C:26]3[CH:31]=[CH:30][CH:29]=[C:28]([C:32]([OH:34])=[O:33])[CH:27]=3)=[CH:22][CH:21]=2)(=[O:19])=[O:18])=[CH:15][CH:16]=1)=[O:7])([CH3:4])([CH3:2])[CH3:3]. (2) Given the reactants [F:1][C:2]([F:39])([F:38])[C:3]1[CH:4]=[C:5]([C@H:13]([O:15][C@H:16]2[CH2:20][N:19]([C:21]([O:23][C:24]([CH3:27])([CH3:26])[CH3:25])=[O:22])[C@@H:18]([C:28](O)=[O:29])[C@@H:17]2[C:31]2[CH:36]=[CH:35][C:34]([F:37])=[CH:33][CH:32]=2)[CH3:14])[CH:6]=[C:7]([C:9]([F:12])([F:11])[F:10])[CH:8]=1.C(O[C:45](Cl)=[O:46])C(C)C.[N+:48](=[CH2:50])=[N-:49], predict the reaction product. The product is: [F:11][C:9]([F:10])([F:12])[C:7]1[CH:6]=[C:5]([C@H:13]([O:15][C@H:16]2[CH2:20][N:19]([C:21]([O:23][C:24]([CH3:25])([CH3:27])[CH3:26])=[O:22])[C@@:18]([C:28](=[O:29])[CH2:50][N:48]=[NH:49])([CH:45]=[O:46])[C@@H:17]2[C:31]2[CH:32]=[CH:33][C:34]([F:37])=[CH:35][CH:36]=2)[CH3:14])[CH:4]=[C:3]([C:2]([F:38])([F:1])[F:39])[CH:8]=1. (3) Given the reactants CN(C(ON1N=NC2C=CC=NC1=2)=[N+](C)C)C.F[P-](F)(F)(F)(F)F.[N+:25]([C:28]1[CH:36]=[CH:35][C:31]([C:32](O)=[O:33])=[C:30]([NH:37][C:38]([NH:40][C:41]2[C:46]([CH3:47])=[CH:45][C:44]([CH3:48])=[CH:43][C:42]=2[CH3:49])=[O:39])[CH:29]=1)([O-:27])=[O:26].[NH2:50][C@@H:51]([CH:56]1[CH2:61][CH2:60][CH2:59][CH2:58][CH2:57]1)[C:52]([O:54][CH3:55])=[O:53].C(N(C(C)C)CC)(C)C, predict the reaction product. The product is: [CH:56]1([C@H:51]([NH:50][C:32]([C:31]2[CH:35]=[CH:36][C:28]([N+:25]([O-:27])=[O:26])=[CH:29][C:30]=2[NH:37][C:38]([NH:40][C:41]2[C:46]([CH3:47])=[CH:45][C:44]([CH3:48])=[CH:43][C:42]=2[CH3:49])=[O:39])=[O:33])[C:52]([O:54][CH3:55])=[O:53])[CH2:61][CH2:60][CH2:59][CH2:58][CH2:57]1. (4) The product is: [CH3:29][NH:28][C:27]([CH:12]1[CH2:13][NH:14][CH2:15][CH2:16][NH:11]1)=[O:30]. Given the reactants C(OC([N:11]1[CH2:16][CH2:15][N:14](C(OCC2C=CC=CC=2)=O)[CH2:13][CH:12]1[C:27](=[O:30])[NH:28][CH3:29])=O)C1C=CC=CC=1, predict the reaction product. (5) Given the reactants [CH2:1]([O:5][C:6]1[N:14]=[C:13]2[C:9]([N:10]=[C:11]([O:22]C)[N:12]2[CH2:15][CH:16]2[CH2:21][CH2:20][CH2:19][CH2:18][O:17]2)=[C:8]([NH2:24])[N:7]=1)[CH2:2][CH2:3][CH3:4].Cl, predict the reaction product. The product is: [NH2:24][C:8]1[N:7]=[C:6]([O:5][CH2:1][CH2:2][CH2:3][CH3:4])[N:14]=[C:13]2[C:9]=1[NH:10][C:11](=[O:22])[N:12]2[CH2:15][CH:16]1[CH2:21][CH2:20][CH2:19][CH2:18][O:17]1. (6) The product is: [C:1]([OH:9])(=[O:8])[C:2]1[CH:7]=[CH:6][CH:5]=[CH:4][CH:3]=1.[C:10]([OH:18])(=[O:17])[C:11]1[CH:16]=[CH:15][CH:14]=[CH:13][CH:12]=1.[C:19]([OH:27])(=[O:26])[C:20]1[CH:25]=[CH:24][CH:23]=[CH:22][CH:21]=1.[OH:45][C@@H:44]1[C@H:43]([OH:46])[C@@H:42]([CH2:47][OH:48])[O:41][C@H:40]1[N:35]1[CH:34]=[CH:33][C:32]2[C:37](=[CH:38][C:29]([C:50]#[N:51])=[CH:30][CH:31]=2)[C:36]1=[O:39]. Given the reactants [C:1]([OH:9])(=[O:8])[C:2]1[CH:7]=[CH:6][CH:5]=[CH:4][CH:3]=1.[C:10]([OH:18])(=[O:17])[C:11]1[CH:16]=[CH:15][CH:14]=[CH:13][CH:12]=1.[C:19]([OH:27])(=[O:26])[C:20]1[CH:25]=[CH:24][CH:23]=[CH:22][CH:21]=1.Br[C:29]1[CH:38]=[C:37]2[C:32]([CH:33]=[CH:34][N:35]([C@H:40]3[C@H:44]([OH:45])[C@H:43]([OH:46])[C@@H:42]([CH2:47][OH:48])[O:41]3)[C:36]2=[O:39])=[CH:31][CH:30]=1.[Cu][C:50]#[N:51], predict the reaction product.